Task: Predict the reactants needed to synthesize the given product.. Dataset: Full USPTO retrosynthesis dataset with 1.9M reactions from patents (1976-2016) (1) Given the product [C:43]([O:42][C:40](=[O:41])[NH:39][C@H:24]([C@H:23]1[CH2:19][O:22]1)[CH2:25][C:26]1[CH:31]=[CH:30][C:29]([N+:32]([O-:34])=[O:33])=[C:28]([O:35][CH2:36][CH2:37][CH3:38])[CH:27]=1)([CH3:44])([CH3:45])[CH3:46], predict the reactants needed to synthesize it. The reactants are: CC(C)([O-])C.[K+].[I-].C[S+](C)(C)=O.[N+](C1C=C[C:19]([O:22][C:23](=O)[C@@H:24]([NH:39][C:40]([O:42][C:43]([CH3:46])([CH3:45])[CH3:44])=[O:41])[CH2:25][C:26]2[CH:31]=[CH:30][C:29]([N+:32]([O-:34])=[O:33])=[C:28]([O:35][CH2:36][CH2:37][CH3:38])[CH:27]=2)=CC=1)([O-])=O.[Li+].[Br-].CS(O)(=O)=O.[BH4-].[Na+].C(OC(=O)N[C@@H](CC1C=CC([N+]([O-])=O)=C(OCCC)C=1)C(=O)CBr)(C)(C)C. (2) Given the product [ClH:4].[CH3:1][O:18][C:17](=[O:19])[C@H:6]([CH2:7][C:8]1[C:16]2[C:11](=[CH:12][CH:13]=[CH:14][CH:15]=2)[NH:10][CH:9]=1)[NH2:5], predict the reactants needed to synthesize it. The reactants are: [C:1]([Cl:4])(=O)C.[NH2:5][C@H:6]([C:17]([OH:19])=[O:18])[CH2:7][C:8]1[C:16]2[C:11](=[CH:12][CH:13]=[CH:14][CH:15]=2)[NH:10][CH:9]=1. (3) Given the product [Cl:22][C:6]1[C:5]2[C:10](=[CH:11][C:2]([F:1])=[CH:3][C:4]=2[O:13][CH:14]2[CH2:19][CH2:18][O:17][CH2:16][CH2:15]2)[N:9]=[CH:8][N:7]=1, predict the reactants needed to synthesize it. The reactants are: [F:1][C:2]1[CH:11]=[C:10]2[C:5]([C:6](=O)[NH:7][CH:8]=[N:9]2)=[C:4]([O:13][CH:14]2[CH2:19][CH2:18][O:17][CH2:16][CH2:15]2)[CH:3]=1.P(Cl)(Cl)([Cl:22])=O.C(N(C(C)C)CC)(C)C. (4) The reactants are: [CH3:1][N:2]([CH3:15])[C:3]1[CH:11]=[CH:10][C:9]([N+:12]([O-:14])=[O:13])=[CH:8][C:4]=1[C:5]([OH:7])=O.S(Cl)(Cl)=O.[CH3:20][O:21][CH:22]([O:25][CH3:26])[CH2:23][NH2:24].C(=O)(O)[O-].[Na+]. Given the product [CH3:20][O:21][CH:22]([O:25][CH3:26])[CH2:23][NH:24][C:5](=[O:7])[C:4]1[CH:8]=[C:9]([N+:12]([O-:14])=[O:13])[CH:10]=[CH:11][C:3]=1[N:2]([CH3:1])[CH3:15], predict the reactants needed to synthesize it. (5) Given the product [CH3:1][C:2]1([CH3:8])[CH2:7][CH2:6][C:5](=[O:10])[CH2:4][CH2:3]1, predict the reactants needed to synthesize it. The reactants are: [CH3:1][C:2]1([CH3:8])[CH2:7][CH2:6][CH2:5][CH2:4][CH2:3]1.[N+](C1C=CC=CC=1)([O-])=[O:10]. (6) Given the product [C:1]([NH:4][C:5]1[CH:12]=[CH:11][C:8](/[CH:9]=[CH:13]/[C:14](=[O:15])/[CH:16]=[CH:9]/[C:8]2[CH:11]=[CH:12][C:5]([NH:4][C:1](=[O:17])[CH3:2])=[CH:6][CH:7]=2)=[CH:7][CH:6]=1)(=[O:3])[CH3:2], predict the reactants needed to synthesize it. The reactants are: [C:1]([NH:4][C:5]1[CH:12]=[CH:11][C:8]([CH:9]=O)=[CH:7][CH:6]=1)(=[O:3])[CH3:2].[CH3:13][C:14]([CH3:16])=[O:15].[OH-:17].[Na+].